This data is from Full USPTO retrosynthesis dataset with 1.9M reactions from patents (1976-2016). The task is: Predict the reactants needed to synthesize the given product. (1) Given the product [CH2:1]([C:3]1[C:4]([NH:11][CH:12]([CH2:15][CH3:16])[CH2:13][CH3:14])=[N:5][C:6]([CH2:9][CH3:10])=[C:7]([I:24])[N:8]=1)[CH3:2], predict the reactants needed to synthesize it. The reactants are: [CH2:1]([C:3]1[C:4]([NH:11][CH:12]([CH2:15][CH3:16])[CH2:13][CH3:14])=[N:5][C:6]([CH2:9][CH3:10])=[CH:7][N:8]=1)[CH3:2].C1C(=O)N([I:24])C(=O)C1. (2) Given the product [C:24]1([C:49]2[CH:50]=[CH:51][CH:52]=[CH:53][CH:54]=2)[CH:29]=[CH:28][CH:27]=[C:26]([C:30]2[O:31][C:32]([CH3:48])=[C:33]([CH2:35][CH2:36][O:13][C:10]3[CH:9]=[CH:8][C:7]([CH2:6][C:5]([O:15][C:16]4[CH:21]=[CH:20][CH:19]=[C:18]([F:22])[CH:17]=4)([CH3:14])[C:55]([OH:58])=[O:56])=[CH:12][CH:11]=3)[N:34]=2)[CH:25]=1, predict the reactants needed to synthesize it. The reactants are: C(OC(=O)[C:5]([O:15][C:16]1[CH:21]=[CH:20][CH:19]=[C:18]([F:22])[CH:17]=1)([CH3:14])[CH2:6][C:7]1[CH:12]=[CH:11][C:10]([OH:13])=[CH:9][CH:8]=1)C.[C:24]1([C:49]2[CH:54]=[CH:53][CH:52]=[CH:51][CH:50]=2)[CH:29]=[CH:28][CH:27]=[C:26]([C:30]2[O:31][C:32]([CH3:48])=[C:33]([CH2:35][CH2:36]OS(C3C=CC(C)=CC=3)(=O)=O)[N:34]=2)[CH:25]=1.[C:55]([O-:58])([O-])=[O:56].[K+].[K+].[OH-].[Na+]. (3) Given the product [CH3:1][S:2]([C:5]1[CH:12]=[CH:11][C:8]([CH2:9][NH:10][CH2:14][CH:15]([OH:13])[CH2:16][CH2:17][CH3:18])=[CH:7][CH:6]=1)(=[O:3])=[O:4], predict the reactants needed to synthesize it. The reactants are: [CH3:1][S:2]([C:5]1[CH:12]=[CH:11][C:8]([CH2:9][NH2:10])=[CH:7][CH:6]=1)(=[O:4])=[O:3].[O:13]1[CH:15]([CH2:16][CH2:17][CH3:18])[CH2:14]1. (4) Given the product [CH:1]([N:4]1[C:8]2[CH:9]=[CH:10][CH:11]=[CH:12][C:7]=2[N:6]([CH2:13][C:14]2[N:18]([CH2:19][CH2:20][CH:21]([CH3:23])[CH3:22])[C:17]3[CH:24]=[CH:25][CH:26]=[C:27]([CH2:28][CH2:29][C:30]#[N:31])[C:16]=3[N:15]=2)[C:5]1=[O:32])([CH3:2])[CH3:3], predict the reactants needed to synthesize it. The reactants are: [CH:1]([N:4]1[C:8]2[CH:9]=[CH:10][CH:11]=[CH:12][C:7]=2[N:6]([CH2:13][C:14]2[N:18]([CH2:19][CH2:20][CH:21]([CH3:23])[CH3:22])[C:17]3[CH:24]=[CH:25][CH:26]=[C:27]([CH:28]=[CH:29][C:30]#[N:31])[C:16]=3[N:15]=2)[C:5]1=[O:32])([CH3:3])[CH3:2]. (5) Given the product [C:36]([NH:1][CH2:2][CH2:3][O:4][CH2:5][CH2:6][O:7][CH2:8][CH2:9][O:10][CH2:11][CH2:12][O:13][C:14]1[CH:15]=[C:16]([CH:24]2[O:25][CH2:26][CH2:27][O:28]2)[CH:17]=[C:18]([O:22][CH3:23])[C:19]=1[O:20][CH3:21])([O:38][C:39]([CH3:42])([CH3:41])[CH3:40])=[O:37], predict the reactants needed to synthesize it. The reactants are: [NH2:1][CH2:2][CH2:3][O:4][CH2:5][CH2:6][O:7][CH2:8][CH2:9][O:10][CH2:11][CH2:12][O:13][C:14]1[CH:15]=[C:16]([CH:24]2[O:28][CH2:27][CH2:26][O:25]2)[CH:17]=[C:18]([O:22][CH3:23])[C:19]=1[O:20][CH3:21].C(N(CC)CC)C.[C:36](O[C:36]([O:38][C:39]([CH3:42])([CH3:41])[CH3:40])=[O:37])([O:38][C:39]([CH3:42])([CH3:41])[CH3:40])=[O:37].